This data is from Forward reaction prediction with 1.9M reactions from USPTO patents (1976-2016). The task is: Predict the product of the given reaction. (1) Given the reactants [F:1][C:2]1[C:10]([O:11][CH3:12])=[CH:9][CH:8]=[C:7]2[C:3]=1[CH2:4][CH2:5][C:6]2([C:24](=[O:26])[CH3:25])[CH2:13][C:14]1[CH:15]=[N:16][C:17]([C:20]([F:23])([F:22])[F:21])=[CH:18][CH:19]=1.Cl[Si](C)(C)C.[Br-:32].[Br-].[Br-].C1([N+](C)(C)C)C=CC=CC=1.C1([N+](C)(C)C)C=CC=CC=1.C1([N+](C)(C)C)C=CC=CC=1, predict the reaction product. The product is: [Br:32][CH2:25][C:24]([C:6]1([CH2:13][C:14]2[CH:15]=[N:16][C:17]([C:20]([F:22])([F:23])[F:21])=[CH:18][CH:19]=2)[C:7]2[C:3](=[C:2]([F:1])[C:10]([O:11][CH3:12])=[CH:9][CH:8]=2)[CH2:4][CH2:5]1)=[O:26]. (2) The product is: [C:18]([O:17][C:15]([N:22]1[CH2:27][CH2:26][N:25]([C:5]2[N:4]=[N:3][C:2]([Cl:1])=[C:7]([C:8]3[CH:13]=[CH:12][CH:11]=[CH:10][CH:9]=3)[CH:6]=2)[CH2:24][CH2:23]1)=[O:16])([CH3:21])([CH3:19])[CH3:20]. Given the reactants [Cl:1][C:2]1[N:3]=[N:4][C:5](Cl)=[CH:6][C:7]=1[C:8]1[CH:13]=[CH:12][CH:11]=[CH:10][CH:9]=1.[C:15]([N:22]1[CH2:27][CH2:26][NH:25][CH2:24][CH2:23]1)([O:17][C:18]([CH3:21])([CH3:20])[CH3:19])=[O:16].C(N(C(C)C)CC)(C)C, predict the reaction product. (3) Given the reactants Br[C:2]1[S:19][C:5]2[C:6](=[O:18])[N:7]([CH3:17])[CH2:8][CH:9]([C:10]3[CH:15]=[CH:14][C:13]([Cl:16])=[CH:12][CH:11]=3)[C:4]=2[CH:3]=1.[NH:20]1[CH2:25][CH2:24][O:23][CH2:22][CH2:21]1.O1CCOCC1.C(=O)([O-])[O-].[Cs+].[Cs+].C1(P(C2C=CC=CC=2)C2C3OC4C(=CC=CC=4P(C4C=CC=CC=4)C4C=CC=CC=4)C(C)(C)C=3C=CC=2)C=CC=CC=1, predict the reaction product. The product is: [Cl:16][C:13]1[CH:14]=[CH:15][C:10]([CH:9]2[CH2:8][N:7]([CH3:17])[C:6](=[O:18])[C:5]3[S:19][C:2]([N:20]4[CH2:25][CH2:24][O:23][CH2:22][CH2:21]4)=[CH:3][C:4]2=3)=[CH:11][CH:12]=1. (4) Given the reactants [CH3:1][C:2]1[C:6]2[C:7](=[O:20])[N:8]([CH2:12][CH2:13][N:14]3[CH2:19][CH2:18][O:17][CH2:16][CH2:15]3)[CH2:9][CH2:10][CH2:11][C:5]=2[NH:4][C:3]=1[CH:21]=O.[F:23][C:24]1[CH:25]=[C:26]2[C:30](=[C:31]([NH:33][CH:34]=[O:35])[CH:32]=1)[NH:29][C:28](=[O:36])[CH2:27]2, predict the reaction product. The product is: [F:23][C:24]1[CH:25]=[C:26]2[C:30](=[C:31]([NH:33][CH:34]=[O:35])[CH:32]=1)[NH:29][C:28](=[O:36])[C:27]2=[CH:21][C:3]1[NH:4][C:5]2[CH2:11][CH2:10][CH2:9][N:8]([CH2:12][CH2:13][N:14]3[CH2:19][CH2:18][O:17][CH2:16][CH2:15]3)[C:7](=[O:20])[C:6]=2[C:2]=1[CH3:1].